This data is from NCI-60 drug combinations with 297,098 pairs across 59 cell lines. The task is: Regression. Given two drug SMILES strings and cell line genomic features, predict the synergy score measuring deviation from expected non-interaction effect. (1) Drug 1: C1=CN(C=N1)CC(O)(P(=O)(O)O)P(=O)(O)O. Drug 2: C(CN)CNCCSP(=O)(O)O. Cell line: OVCAR-8. Synergy scores: CSS=2.29, Synergy_ZIP=0.982, Synergy_Bliss=1.19, Synergy_Loewe=1.12, Synergy_HSA=-0.0756. (2) Cell line: U251. Drug 1: CC1=C2C(C(=O)C3(C(CC4C(C3C(C(C2(C)C)(CC1OC(=O)C(C(C5=CC=CC=C5)NC(=O)OC(C)(C)C)O)O)OC(=O)C6=CC=CC=C6)(CO4)OC(=O)C)O)C)O. Synergy scores: CSS=4.36, Synergy_ZIP=-8.70, Synergy_Bliss=-11.7, Synergy_Loewe=-25.6, Synergy_HSA=-9.21. Drug 2: CC(C)CN1C=NC2=C1C3=CC=CC=C3N=C2N. (3) Drug 1: C1=CC(=CC=C1CC(C(=O)O)N)N(CCCl)CCCl.Cl. Drug 2: CC1=C(N=C(N=C1N)C(CC(=O)N)NCC(C(=O)N)N)C(=O)NC(C(C2=CN=CN2)OC3C(C(C(C(O3)CO)O)O)OC4C(C(C(C(O4)CO)O)OC(=O)N)O)C(=O)NC(C)C(C(C)C(=O)NC(C(C)O)C(=O)NCCC5=NC(=CS5)C6=NC(=CS6)C(=O)NCCC[S+](C)C)O. Cell line: DU-145. Synergy scores: CSS=8.53, Synergy_ZIP=-2.30, Synergy_Bliss=3.02, Synergy_Loewe=-0.811, Synergy_HSA=0.172.